Task: Predict the product of the given reaction.. Dataset: Forward reaction prediction with 1.9M reactions from USPTO patents (1976-2016) (1) Given the reactants [C:1]1([C:10]2[CH:15]=[CH:14][CH:13]=[CH:12][CH:11]=2)[CH:6]=[CH:5][CH:4]=[C:3]([C:7]([OH:9])=O)[CH:2]=1.C(Cl)(=O)C(Cl)=O.[F:22][C:23]([F:47])([O:28][C:29]1[CH:34]=[CH:33][C:32]([N:35]2[CH:39]=[N:38][C:37]([C:40]3[CH:46]=[CH:45][C:43]([NH2:44])=[CH:42][CH:41]=3)=[N:36]2)=[CH:31][CH:30]=1)[C:24]([F:27])([F:26])[F:25].C(N(C(C)C)CC)(C)C, predict the reaction product. The product is: [F:47][C:23]([F:22])([O:28][C:29]1[CH:34]=[CH:33][C:32]([N:35]2[CH:39]=[N:38][C:37]([C:40]3[CH:46]=[CH:45][C:43]([NH:44][C:7]([C:3]4[CH:2]=[C:1]([C:10]5[CH:15]=[CH:14][CH:13]=[CH:12][CH:11]=5)[CH:6]=[CH:5][CH:4]=4)=[O:9])=[CH:42][CH:41]=3)=[N:36]2)=[CH:31][CH:30]=1)[C:24]([F:27])([F:26])[F:25]. (2) Given the reactants C([O:8][C:9]([C@@H:11]([N:15]([C:34](=[O:39])[CH2:35][CH2:36][CH2:37][CH3:38])[CH2:16][C:17]1[CH:22]=[CH:21][C:20]([C:23]2[CH:28]=[CH:27][CH:26]=[CH:25][C:24]=2[C:29]2[NH:33][N:32]=[N:31][N:30]=2)=[CH:19][CH:18]=1)[CH:12]([CH3:14])[CH3:13])=[O:10])C1C=CC=CC=1, predict the reaction product. The product is: [C:9]([C@@H:11]([N:15]([C:34](=[O:39])[CH2:35][CH2:36][CH2:37][CH3:38])[CH2:16][C:17]1[CH:18]=[CH:19][C:20]([C:23]2[CH:28]=[CH:27][CH:26]=[CH:25][C:24]=2[C:29]2[NH:30][N:31]=[N:32][N:33]=2)=[CH:21][CH:22]=1)[CH:12]([CH3:13])[CH3:14])([OH:10])=[O:8]. (3) Given the reactants [C:1]([O:5][C:6](=[O:18])[NH:7][CH2:8][CH2:9][N:10]1[C:14](I)=[C:13]([I:16])[N:12]=[C:11]1I)([CH3:4])([CH3:3])[CH3:2].CC[Mg+].[Br-].CCOCC, predict the reaction product. The product is: [C:1]([O:5][C:6](=[O:18])[NH:7][CH2:8][CH2:9][N:10]1[CH:14]=[C:13]([I:16])[N:12]=[CH:11]1)([CH3:4])([CH3:2])[CH3:3]. (4) The product is: [OH:47][C@@H:46]([CH2:48][NH:1][CH2:2][CH2:3][C:4]1[CH:9]=[CH:8][C:7]([NH:10][C:11]2[C:16]([N+:17]([O-:19])=[O:18])=[CH:15][CH:14]=[CH:13][N:12]=2)=[CH:6][CH:5]=1)[CH2:45][O:44][C:41]1[CH:42]=[CH:43][C:38]([OH:37])=[CH:39][CH:40]=1. Given the reactants [NH2:1][CH2:2][CH2:3][C:4]1[CH:9]=[CH:8][C:7]([NH:10][C:11]2[C:16]([N+:17]([O-:19])=[O:18])=[CH:15][CH:14]=[CH:13][N:12]=2)=[CH:6][CH:5]=1.C([Si]([O:37][C:38]1[CH:43]=[CH:42][C:41]([O:44][CH2:45][CH:46]2[CH2:48][O:47]2)=[CH:40][CH:39]=1)(C1C=CC=CC=1)C1C=CC=CC=1)(C)(C)C, predict the reaction product. (5) Given the reactants Br[C:2]1[N:3]=[CH:4][C:5]([NH:8][C:9](=[O:26])[CH:10]([NH:14][C:15](=[O:25])[CH2:16][C:17]2[CH:22]=[C:21]([F:23])[CH:20]=[C:19]([F:24])[CH:18]=2)[CH2:11][CH2:12][CH3:13])=[N:6][CH:7]=1.[Li+].CCC[CH2-].[CH3:32][C:33]([CH3:35])=[O:34], predict the reaction product. The product is: [OH:34][C:33]([C:2]1[N:3]=[CH:4][C:5]([NH:8][C:9](=[O:26])[CH:10]([NH:14][C:15](=[O:25])[CH2:16][C:17]2[CH:22]=[C:21]([F:23])[CH:20]=[C:19]([F:24])[CH:18]=2)[CH2:11][CH2:12][CH3:13])=[N:6][CH:7]=1)([CH3:35])[CH3:32]. (6) Given the reactants [NH2:1][C:2]1[N:7]=[CH:6][N:5]=[C:4]2[N:8]([CH:12]([C:14]3[O:15][C:16]4[C:21]([C:22](=[O:31])[C:23]=3[C:24]3[CH:29]=[CH:28][CH:27]=[C:26]([F:30])[CH:25]=3)=[CH:20][CH:19]=[CH:18][CH:17]=4)[CH3:13])[N:9]=[C:10](I)[C:3]=12.[NH:32]1[C:40]2[C:35](=[CH:36][CH:37]=[C:38](B3OC(C)(C)C(C)(C)O3)[CH:39]=2)[CH:34]=[CH:33]1.C(=O)([O-])[O-].[Na+].[Na+].ClCCl, predict the reaction product. The product is: [NH2:1][C:2]1[N:7]=[CH:6][N:5]=[C:4]2[N:8]([CH:12]([C:14]3[O:15][C:16]4[C:21]([C:22](=[O:31])[C:23]=3[C:24]3[CH:29]=[CH:28][CH:27]=[C:26]([F:30])[CH:25]=3)=[CH:20][CH:19]=[CH:18][CH:17]=4)[CH3:13])[N:9]=[C:10]([C:38]3[CH:39]=[C:40]4[C:35]([CH:34]=[CH:33][NH:32]4)=[CH:36][CH:37]=3)[C:3]=12. (7) The product is: [CH3:19][C:17]([CH3:20])([CH3:18])[CH:16]([C:21]1[CH:26]=[CH:25][C:24]([O:27][CH2:28][C:29]2[CH:34]=[CH:33][CH:32]=[CH:31][N:30]=2)=[CH:23][CH:22]=1)[C:13]1[CH:14]=[CH:15][C:10]([C:8]2[CH:7]=[CH:6][NH:5][N:2]=2)=[CH:11][CH:12]=1. Given the reactants O.[NH2:2]N.C[N:5](C)/[CH:6]=[CH:7]/[C:8]([C:10]1[CH:15]=[CH:14][C:13]([CH:16]([C:21]2[CH:26]=[CH:25][C:24]([O:27][CH2:28][C:29]3[CH:34]=[CH:33][CH:32]=[CH:31][N:30]=3)=[CH:23][CH:22]=2)[C:17]([CH3:20])([CH3:19])[CH3:18])=[CH:12][CH:11]=1)=O, predict the reaction product. (8) Given the reactants [CH:1]([N:4](CC)C(C)C)(C)C.Cl.[F:11][C:12]1([F:17])[CH2:16][CH2:15][NH:14][CH2:13]1.N#CBr.Cl[CH:22](Cl)[C:23](Cl)=[O:24].C[N:28]([C:30](OC(C)(C)C)=O)[NH2:29].FC(F)(F)C(O)=O.C([O-])(=O)C.[Na+], predict the reaction product. The product is: [F:11][C:12]1([F:17])[CH2:16][CH2:15][N:14]([C:1]2[N:4]=[C:22]([CH:23]=[O:24])[N:28]([CH3:30])[N:29]=2)[CH2:13]1. (9) Given the reactants [C:1]([O:5][C:6]([N:8]1[C@@H:11]([C:12]2[C:17]([F:18])=[CH:16][CH:15]=[CH:14][N:13]=2)[C@@H:10]([O:19][Si:20]([CH:27]([CH3:29])[CH3:28])([CH:24]([CH3:26])[CH3:25])[CH:21]([CH3:23])[CH3:22])[C:9]1=[O:30])=[O:7])([CH3:4])([CH3:3])[CH3:2].[Br:31][C:32]1[CH:37]=[CH:36][C:35]([SH:38])=[CH:34][CH:33]=1.C(=O)([O-])[O-].[K+].[K+].O, predict the reaction product. The product is: [C:1]([O:5][C:6]([NH:8][C@@H:11]([C:12]1[C:17]([F:18])=[CH:16][CH:15]=[CH:14][N:13]=1)[C@@H:10]([O:19][Si:20]([CH:24]([CH3:25])[CH3:26])([CH:21]([CH3:22])[CH3:23])[CH:27]([CH3:29])[CH3:28])[C:9](=[O:30])[S:38][C:35]1[CH:36]=[CH:37][C:32]([Br:31])=[CH:33][CH:34]=1)=[O:7])([CH3:3])([CH3:2])[CH3:4]. (10) Given the reactants C(N(C(C)C)CC)(C)C.CN([P+](ON1N=NC2C=CC=CC1=2)(N(C)C)N(C)C)C.F[P-](F)(F)(F)(F)F.[CH3:37][O:38][CH:39]([O:51][CH3:52])[C:40]1[N:45]=[C:44]([O:46][CH3:47])[C:43]([C:48](O)=[O:49])=[CH:42][CH:41]=1.[BH4-].[Na+].[Cl-].[NH4+], predict the reaction product. The product is: [CH3:52][O:51][CH:39]([O:38][CH3:37])[C:40]1[N:45]=[C:44]([O:46][CH3:47])[C:43]([CH2:48][OH:49])=[CH:42][CH:41]=1.